Dataset: Forward reaction prediction with 1.9M reactions from USPTO patents (1976-2016). Task: Predict the product of the given reaction. Given the reactants [Cl:1][C:2]1[CH:7]=[CH:6][C:5]([N:8]=[C:9]=[O:10])=[C:4]([F:11])[CH:3]=1.[CH3:12][CH:13]([CH3:36])[CH:14]([NH:19][C:20]([C:22]1[S:23][CH:24]=[C:25]([C:27]2[CH:32]=[CH:31][C:30]([N+:33]([O-])=O)=[CH:29][CH:28]=2)[N:26]=1)=[O:21])[C:15]([O:17][CH3:18])=[O:16], predict the reaction product. The product is: [Cl:1][C:2]1[CH:7]=[CH:6][C:5]([NH:8][C:9](=[O:10])[NH:33][C:30]2[CH:31]=[CH:32][C:27]([C:25]3[N:26]=[C:22]([C:20]([NH:19][C@@H:14]([CH:13]([CH3:36])[CH3:12])[C:15]([O:17][CH3:18])=[O:16])=[O:21])[S:23][CH:24]=3)=[CH:28][CH:29]=2)=[C:4]([F:11])[CH:3]=1.